From a dataset of Tyrosyl-DNA phosphodiesterase HTS with 341,365 compounds. Binary Classification. Given a drug SMILES string, predict its activity (active/inactive) in a high-throughput screening assay against a specified biological target. (1) The compound is S(=O)(=O)(NCCc1ncccc1)c1sc(cc1)c1ncccc1. The result is 0 (inactive). (2) The compound is S(=O)(=O)(N1CCC2(OCCO2)CC1)c1ccc(S(=O)(=O)N2CCCC2)cc1. The result is 0 (inactive).